Dataset: Forward reaction prediction with 1.9M reactions from USPTO patents (1976-2016). Task: Predict the product of the given reaction. (1) Given the reactants [F:1][C:2]([F:16])([F:15])[CH2:3][N:4]1[C:12]2[C:7](=[CH:8][CH:9]=[CH:10][CH:11]=2)[C:6](=O)[C:5]1=[O:14].Cl(O)(=O)(=O)=O, predict the reaction product. The product is: [F:16][C:2]([F:1])([F:15])[CH2:3][N:4]1[C:12]2[C:7](=[CH:8][CH:9]=[CH:10][CH:11]=2)[CH2:6][C:5]1=[O:14]. (2) Given the reactants Br[C:2]1[CH:25]=[CH:24][C:5]2[C:6]3[N:7]=[C:8]([C:14]4[N:15]([CH2:19][C:20]([F:23])([F:22])[F:21])[N:16]=[CH:17][N:18]=4)[S:9][C:10]=3[CH2:11][CH2:12][O:13][C:4]=2[CH:3]=1.CC1(C)C(C)(C)OB([C:34]2[CH:35]=[N:36][N:37]([CH2:39][CH2:40][N:41]3[CH2:46][CH2:45][O:44][CH2:43][CH2:42]3)[CH:38]=2)O1, predict the reaction product. The product is: [N:41]1([CH2:40][CH2:39][N:37]2[CH:38]=[C:34]([C:25]3[CH:2]=[CH:3][C:4]4[O:13][CH2:12][CH2:11][C:10]5[S:9][C:8]([C:14]6[N:15]([CH2:19][C:20]([F:21])([F:22])[F:23])[N:16]=[CH:17][N:18]=6)=[N:7][C:6]=5[C:5]=4[CH:24]=3)[CH:35]=[N:36]2)[CH2:42][CH2:43][O:44][CH2:45][CH2:46]1. (3) Given the reactants Br[C:2]1[CH:3]=[N:4][C:5](Cl)=[C:6]([CH:10]=1)[C:7]([NH2:9])=[O:8].[O:12]([C:19]1[CH:24]=[CH:23][C:22]([OH:25])=[CH:21][CH:20]=1)[C:13]1[CH:18]=[CH:17][CH:16]=[CH:15][CH:14]=1.C(O[C:31]([N:33]1[CH:38]=[C:37](B2OC(C)(C)C(C)(C)O2)[CH2:36][CH2:35][CH2:34]1)=[O:32])(C)(C)C.[C:48](O)(=O)[CH:49]=C, predict the reaction product. The product is: [C:31]([N:33]1[CH2:34][CH2:35][CH:36]([C:2]2[CH:3]=[N:4][C:5]([O:25][C:22]3[CH:21]=[CH:20][C:19]([O:12][C:13]4[CH:18]=[CH:17][CH:16]=[CH:15][CH:14]=4)=[CH:24][CH:23]=3)=[C:6]([C:7]([NH2:9])=[O:8])[CH:10]=2)[CH2:37][CH2:38]1)(=[O:32])[CH:48]=[CH2:49].